From a dataset of NCI-60 drug combinations with 297,098 pairs across 59 cell lines. Regression. Given two drug SMILES strings and cell line genomic features, predict the synergy score measuring deviation from expected non-interaction effect. (1) Drug 1: CC1C(C(CC(O1)OC2CC(CC3=C2C(=C4C(=C3O)C(=O)C5=C(C4=O)C(=CC=C5)OC)O)(C(=O)C)O)N)O.Cl. Drug 2: C1=NC2=C(N1)C(=S)N=CN2. Cell line: HS 578T. Synergy scores: CSS=20.2, Synergy_ZIP=-12.7, Synergy_Bliss=-13.9, Synergy_Loewe=-13.0, Synergy_HSA=-11.9. (2) Drug 1: CS(=O)(=O)CCNCC1=CC=C(O1)C2=CC3=C(C=C2)N=CN=C3NC4=CC(=C(C=C4)OCC5=CC(=CC=C5)F)Cl. Drug 2: CC(C)NC(=O)C1=CC=C(C=C1)CNNC.Cl. Cell line: NCI-H226. Synergy scores: CSS=-2.44, Synergy_ZIP=0.798, Synergy_Bliss=-1.54, Synergy_Loewe=-3.40, Synergy_HSA=-3.88. (3) Drug 1: C1CN1C2=NC(=NC(=N2)N3CC3)N4CC4. Drug 2: CN(CC1=CN=C2C(=N1)C(=NC(=N2)N)N)C3=CC=C(C=C3)C(=O)NC(CCC(=O)O)C(=O)O. Cell line: T-47D. Synergy scores: CSS=12.4, Synergy_ZIP=-6.62, Synergy_Bliss=0.570, Synergy_Loewe=-0.970, Synergy_HSA=-0.953.